Task: Predict the reactants needed to synthesize the given product.. Dataset: Full USPTO retrosynthesis dataset with 1.9M reactions from patents (1976-2016) Given the product [CH2:3]([C:15]([O-:17])=[O:16])[CH2:4][CH2:5][CH2:6][CH2:7][CH2:8][CH2:9][CH2:10][CH2:11][CH2:12][CH2:13][CH3:14].[Cd+2:2].[CH2:3]([C:15]([O-:17])=[O:16])[CH2:4][CH2:5][CH2:6][CH2:7][CH2:8][CH2:9][CH2:10][CH2:11][CH2:12][CH2:13][CH3:14], predict the reactants needed to synthesize it. The reactants are: [O-2].[Cd+2:2].[CH2:3]([C:15]([OH:17])=[O:16])[CH2:4][CH2:5][CH2:6][CH2:7][CH2:8][CH2:9][CH2:10][CH2:11][CH2:12][CH2:13][CH3:14].